Dataset: Catalyst prediction with 721,799 reactions and 888 catalyst types from USPTO. Task: Predict which catalyst facilitates the given reaction. (1) Reactant: [F:1][C:2]1[C:7]([NH:8][CH2:9][C:10]2[CH:15]=[C:14]([C:16]3[CH:21]=[CH:20][CH:19]=[C:18]([F:22])[CH:17]=3)[CH:13]=[C:12]([CH3:23])[C:11]=2[F:24])=[C:6]([F:25])[CH:5]=[CH:4][C:3]=1[OH:26].C([O-])([O-])=O.[Cs+].[Cs+].Br[CH2:34][C:35]([O:37][CH2:38][CH3:39])=[O:36]. Product: [F:1][C:2]1[C:7]([NH:8][CH2:9][C:10]2[CH:15]=[C:14]([C:16]3[CH:21]=[CH:20][CH:19]=[C:18]([F:22])[CH:17]=3)[CH:13]=[C:12]([CH3:23])[C:11]=2[F:24])=[C:6]([F:25])[CH:5]=[CH:4][C:3]=1[O:26][CH2:34][C:35]([O:37][CH2:38][CH3:39])=[O:36]. The catalyst class is: 131. (2) Reactant: [CH3:1][O:2][C:3]1[CH:4]=[C:5]([CH:30]=[CH:31][C:32]=1[O:33][CH2:34][C:35]1[N:36]=[C:37]([C:41]2[CH:46]=[CH:45][CH:44]=[CH:43][CH:42]=2)[O:38][C:39]=1[CH3:40])[CH2:6][O:7][C:8]1[C:12](/[CH:13]=[CH:14]/[C:15](OCC)=[O:16])=[CH:11][N:10]([C:20]2[CH:25]=[CH:24][C:23]([C:26]([F:29])([F:28])[F:27])=[CH:22][CH:21]=2)[N:9]=1.[H-].C([Al+]CC(C)C)C(C)C.O.O.O.O.O.O.O.O.O.O.S([O-])([O-])(=O)=O.[Na+].[Na+]. Product: [CH3:1][O:2][C:3]1[CH:4]=[C:5]([CH:30]=[CH:31][C:32]=1[O:33][CH2:34][C:35]1[N:36]=[C:37]([C:41]2[CH:46]=[CH:45][CH:44]=[CH:43][CH:42]=2)[O:38][C:39]=1[CH3:40])[CH2:6][O:7][C:8]1[C:12](/[CH:13]=[CH:14]/[CH2:15][OH:16])=[CH:11][N:10]([C:20]2[CH:21]=[CH:22][C:23]([C:26]([F:27])([F:29])[F:28])=[CH:24][CH:25]=2)[N:9]=1. The catalyst class is: 7. (3) Reactant: CC(C)([O-])C.[K+].[N:7]1([S:12]([C:15]2[CH:16]=[C:17]3[C:21](=[CH:22][CH:23]=2)[NH:20][C:19](=[O:24])[C:18]23[O:29][CH2:28][CH2:27][CH2:26][O:25]2)(=[O:14])=[O:13])[CH2:11][CH2:10][CH2:9][CH2:8]1.Br[CH2:31][CH2:32][CH:33]([Br:35])[CH3:34].O. Product: [N:7]1([S:12]([C:15]2[CH:16]=[C:17]3[C:21](=[CH:22][CH:23]=2)[N:20]([CH:32]([CH3:31])[CH:33]([Br:35])[CH3:34])[C:19](=[O:24])[C:18]23[O:29][CH2:28][CH2:27][CH2:26][O:25]2)(=[O:13])=[O:14])[CH2:11][CH2:10][CH2:9][CH2:8]1. The catalyst class is: 16. (4) Reactant: [CH2:1](Br)[C:2]1[CH:7]=[CH:6][CH:5]=[CH:4][CH:3]=1.[C:9]1([NH:15][CH2:16][C:17]([O:19][CH2:20][CH3:21])=[O:18])[CH:14]=[CH:13][CH:12]=[CH:11][CH:10]=1.C(=O)([O-])[O-].[K+].[K+].CN(C=O)C. Product: [CH2:1]([N:15]([C:9]1[CH:14]=[CH:13][CH:12]=[CH:11][CH:10]=1)[CH2:16][C:17]([O:19][CH2:20][CH3:21])=[O:18])[C:2]1[CH:7]=[CH:6][CH:5]=[CH:4][CH:3]=1. The catalyst class is: 6. (5) Product: [N+:1]([C:4]1[CH:11]=[CH:10][CH:9]=[CH:8][C:5]=1[CH2:6][CH:13]([C:14]([O:16][CH2:17][CH3:18])=[O:15])[C:12]([O:20][CH2:21][CH3:22])=[O:19])([O-:3])=[O:2]. The catalyst class is: 805. Reactant: [N+:1]([C:4]1[CH:11]=[CH:10][CH:9]=[CH:8][C:5]=1[CH2:6]Br)([O-:3])=[O:2].[C:12]([O:20][CH2:21][CH3:22])(=[O:19])[CH2:13][C:14]([O:16][CH2:17][CH3:18])=[O:15].C(=O)([O-])[O-].[K+].[K+].C1OCCOCCOCCOCCOCCOC1. (6) Reactant: [CH3:1][O:2][C:3]1[CH:4]=[C:5]2[C:10](=[CH:11][CH:12]=1)[C:9](=O)[NH:8][CH2:7][CH2:6]2.[H-].[H-].[H-].[H-].[Li+].[Al+3]. Product: [CH3:1][O:2][C:3]1[CH:4]=[C:5]2[C:10](=[CH:11][CH:12]=1)[CH2:9][NH:8][CH2:7][CH2:6]2. The catalyst class is: 1. (7) Reactant: Cl[C:2]1[CH:18]=[CH:17][C:5]([C:6]([NH:8][C:9]2[CH:14]=[CH:13][C:12]([I:15])=[C:11]([CH3:16])[CH:10]=2)=[O:7])=[CH:4][N:3]=1.[NH:19]1[CH2:29][CH2:28][CH:22]([C:23]([O:25][CH2:26][CH3:27])=[O:24])[CH2:21][CH2:20]1.C(N(C(C)C)CC)(C)C.CCOC(C)=O. Product: [CH2:26]([O:25][C:23]([CH:22]1[CH2:28][CH2:29][N:19]([C:2]2[CH:18]=[CH:17][C:5]([C:6](=[O:7])[NH:8][C:9]3[CH:14]=[CH:13][C:12]([I:15])=[C:11]([CH3:16])[CH:10]=3)=[CH:4][N:3]=2)[CH2:20][CH2:21]1)=[O:24])[CH3:27]. The catalyst class is: 38.